From a dataset of Reaction yield outcomes from USPTO patents with 853,638 reactions. Predict the reaction yield, written as a fraction of the theoretical maximum amount of product (1.0 means a 100% yield; for example, 0.34 means a 34% yield). (1) The catalyst is N1C=CC=CC=1. The reactants are [NH2:1][C:2]1[CH2:6][CH2:5][S:4][C:3]=1[C:7]([O:9]C)=O.[C:11]1([N:17]=[C:18]=[S:19])[CH:16]=[CH:15][CH:14]=[CH:13][CH:12]=1. The product is [C:11]1([N:17]2[C:7](=[O:9])[C:3]3[S:4][CH2:5][CH2:6][C:2]=3[NH:1][C:18]2=[S:19])[CH:16]=[CH:15][CH:14]=[CH:13][CH:12]=1. The yield is 0.420. (2) The catalyst is C(OCC)(=O)C. The product is [CH2:21]([N:18]1[CH2:19][CH2:20][CH:15]([NH:14][C:11](=[O:13])[CH2:10][C:5]2[CH:6]=[CH:7][CH:8]=[CH:9][C:4]=2[N+:1]([O-:3])=[O:2])[CH2:16][CH2:17]1)[C:22]1[CH:23]=[CH:24][CH:25]=[CH:26][CH:27]=1. The reactants are [N+:1]([C:4]1[CH:9]=[CH:8][CH:7]=[CH:6][C:5]=1[CH2:10][C:11]([OH:13])=O)([O-:3])=[O:2].[NH2:14][CH:15]1[CH2:20][CH2:19][N:18]([CH2:21][C:22]2[CH:27]=[CH:26][CH:25]=[CH:24][CH:23]=2)[CH2:17][CH2:16]1.ON1C2C=CC=CC=2N=N1.CN(C)CCCN=C=NCC.C(N(CC)CC)C. The yield is 0.980. (3) The reactants are [C:1]([O:5][C:6](=[O:32])[NH:7][C:8]1[CH:13]=[CH:12][C:11]([S:14][C:15]2[CH:20]=[CH:19][C:18]([O:21][CH2:22][C:23]3[CH:28]=[CH:27][CH:26]=[CH:25][CH:24]=3)=[CH:17][C:16]=2[N+:29]([O-])=O)=[CH:10][CH:9]=1)([CH3:4])([CH3:3])[CH3:2].[Cl-].[NH4+].O1CCCC1.O. The catalyst is CO.[Fe]. The product is [C:1]([O:5][C:6](=[O:32])[NH:7][C:8]1[CH:9]=[CH:10][C:11]([S:14][C:15]2[CH:20]=[CH:19][C:18]([O:21][CH2:22][C:23]3[CH:24]=[CH:25][CH:26]=[CH:27][CH:28]=3)=[CH:17][C:16]=2[NH2:29])=[CH:12][CH:13]=1)([CH3:4])([CH3:2])[CH3:3]. The yield is 0.900.